This data is from Forward reaction prediction with 1.9M reactions from USPTO patents (1976-2016). The task is: Predict the product of the given reaction. (1) Given the reactants [NH2:1][C@@H:2]([CH2:7][C:8]#[C:9][C:10]1[CH:15]=[C:14]([C:16]2[CH:21]=[CH:20][C:19]([O:22][CH:23]3[CH2:25][CH2:24]3)=[C:18]([Cl:26])[CH:17]=2)[N:13]=[CH:12][N:11]=1)[C:3]([O:5][CH3:6])=[O:4].[BH4-].[Na+], predict the reaction product. The product is: [Cl:26][C:18]1[CH:17]=[C:16]([C:14]2[N:13]=[CH:12][N:11]=[C:10]([CH:9]3[NH:1][CH:2]([C:3]([O:5][CH3:6])=[O:4])[CH2:7][CH2:8]3)[CH:15]=2)[CH:21]=[CH:20][C:19]=1[O:22][CH:23]1[CH2:25][CH2:24]1. (2) Given the reactants [CH3:1][NH:2][C:3]1[N:8]=[C:7](Cl)[C:6]([Cl:10])=[C:5]([Cl:11])[N:4]=1.[C:12]([N:19]1[CH2:24][CH2:23][NH:22][CH2:21][CH2:20]1)([O:14][C:15]([CH3:18])([CH3:17])[CH3:16])=[O:13].C(=O)([O-])[O-].[K+].[K+], predict the reaction product. The product is: [C:15]([O:14][C:12]([N:19]1[CH2:24][CH2:23][N:22]([C:7]2[C:6]([Cl:10])=[C:5]([Cl:11])[N:4]=[C:3]([NH:2][CH3:1])[N:8]=2)[CH2:21][CH2:20]1)=[O:13])([CH3:18])([CH3:16])[CH3:17]. (3) Given the reactants [CH3:1][C:2]1[CH:11]=[C:10]([N:12]2[CH2:16][CH2:15][CH:14]([NH2:17])[CH2:13]2)[C:9]2[C:4](=[CH:5][CH:6]=[C:7]([O:18][C:19]3[CH:24]=[CH:23][CH:22]=[CH:21][CH:20]=3)[CH:8]=2)[N:3]=1.Br[C:26]1[CH:31]=[CH:30][CH:29]=[CH:28][CH:27]=1.C1(P(C2CCCCC2)C2C=CC=CC=2C2C=CC=CC=2N(C)C)CCCCC1.CC(C)([O-])C.[Na+], predict the reaction product. The product is: [CH3:1][C:2]1[CH:11]=[C:10]([N:12]2[CH2:16][CH2:15][CH:14]([NH:17][C:26]3[CH:31]=[CH:30][CH:29]=[CH:28][CH:27]=3)[CH2:13]2)[C:9]2[C:4](=[CH:5][CH:6]=[C:7]([O:18][C:19]3[CH:24]=[CH:23][CH:22]=[CH:21][CH:20]=3)[CH:8]=2)[N:3]=1. (4) Given the reactants [CH2:1]([N:8]1[CH2:17][C:16]2[N:15]=[CH:14][CH:13]=[C:12]([NH2:18])[C:11]=2[CH2:10][CH2:9]1)[C:2]1[CH:7]=[CH:6][CH:5]=[CH:4][CH:3]=1.CN1CCOCC1.[C:26]12([CH2:36][C:37](Cl)=[O:38])[CH2:35][CH:30]3[CH2:31][CH:32]([CH2:34][CH:28]([CH2:29]3)[CH2:27]1)[CH2:33]2, predict the reaction product. The product is: [C:26]12([CH2:36][C:37]([NH:18][C:12]3[C:11]4[CH2:10][CH2:9][N:8]([CH2:1][C:2]5[CH:7]=[CH:6][CH:5]=[CH:4][CH:3]=5)[CH2:17][C:16]=4[N:15]=[CH:14][CH:13]=3)=[O:38])[CH2:33][CH:32]3[CH2:31][CH:30]([CH2:29][CH:28]([CH2:34]3)[CH2:27]1)[CH2:35]2. (5) The product is: [OH:8][CH:9]([C:11]1[O:12][C:13]([CH2:16][N:17]2[N:21]=[C:20]([NH:22][C:23]([C:25]3[N:26]=[C:27]([CH3:41])[O:28][C:29]=3[C:30]3[CH:35]=[CH:34][CH:33]=[C:32]([O:36][C:37]([F:38])([F:39])[F:40])[CH:31]=3)=[O:24])[CH:19]=[N:18]2)=[CH:14][N:15]=1)[CH3:10]. Given the reactants N#N.C([Si](C)(C)[O:8][CH:9]([C:11]1[O:12][C:13]([CH2:16][N:17]2[N:21]=[C:20]([NH:22][C:23]([C:25]3[N:26]=[C:27]([CH3:41])[O:28][C:29]=3[C:30]3[CH:35]=[CH:34][CH:33]=[C:32]([O:36][C:37]([F:40])([F:39])[F:38])[CH:31]=3)=[O:24])[CH:19]=[N:18]2)=[CH:14][N:15]=1)[CH3:10])(C)(C)C.CCCC[N+](CCCC)(CCCC)CCCC.[F-], predict the reaction product. (6) Given the reactants [Cl:1][C:2]1[CH:7]=[CH:6][CH:5]=[CH:4][C:3]=1[N:8]1[C:16]2[NH:15][CH2:14][CH2:13][CH2:12][C:11]=2[CH:10]=[C:9]1[C:17]1[CH:22]=[CH:21][C:20]([O:23][CH3:24])=[CH:19][CH:18]=1.C([O-])([O-])=O.[K+].[K+].F[C:32]1[CH:39]=[CH:38][C:35]([C:36]#[N:37])=[CH:34][CH:33]=1.O, predict the reaction product. The product is: [Cl:1][C:2]1[CH:7]=[CH:6][CH:5]=[CH:4][C:3]=1[N:8]1[C:12]2[CH2:13][CH2:14][N:15]([C:32]3[CH:39]=[CH:38][C:35]([C:36]#[N:37])=[CH:34][CH:33]=3)[CH2:16][C:11]=2[CH:10]=[C:9]1[C:17]1[CH:22]=[CH:21][C:20]([O:23][CH3:24])=[CH:19][CH:18]=1. (7) The product is: [CH:13]([C:10]1[CH:11]=[CH:12][C:7]([N:6]2[C:4](=[O:5])[C:3]3[C:2](=[CH:20][CH:19]=[CH:18][CH:17]=3)[N:1]=[C:29]2[C:28]2[CH:31]=[C:32]([CH3:33])[C:25]([O:24][CH2:23][CH2:22][OH:21])=[C:26]([CH3:34])[CH:27]=2)=[CH:8][CH:9]=1)([CH2:15][CH3:16])[CH3:14]. Given the reactants [NH2:1][C:2]1[CH:20]=[CH:19][CH:18]=[CH:17][C:3]=1[C:4]([NH:6][C:7]1[CH:12]=[CH:11][C:10]([CH:13]([CH2:15][CH3:16])[CH3:14])=[CH:9][CH:8]=1)=[O:5].[OH:21][CH2:22][CH2:23][O:24][C:25]1[C:32]([CH3:33])=[CH:31][C:28]([CH:29]=O)=[CH:27][C:26]=1[CH3:34].S([O-])(O)=O.[Na+].C1(C)C=CC(S(O)(=O)=O)=CC=1, predict the reaction product. (8) Given the reactants OC1C(=O)N=C(CC2(N3C4=NC=CC=C4C=C3)CCCC2)N2CCN(C)C(=O)C=12.C([O:37][C:38]1[C:43](=[O:44])[N:42]=[C:41]([CH2:45][C:46]2([N:51]3[C:55]4=[N:56][CH:57]=[CH:58][CH:59]=[C:54]4[CH:53]=[CH:52]3)[CH2:50][CH2:49][CH2:48][CH2:47]2)[N:40]2[CH2:60][CH2:61][N:62]([CH:65]3[CH2:68][O:67][CH2:66]3)[C:63](=[O:64])[C:39]=12)C1C=CC=CC=1, predict the reaction product. The product is: [OH:37][C:38]1[C:43](=[O:44])[N:42]=[C:41]([CH2:45][C:46]2([N:51]3[C:55]4=[N:56][CH:57]=[CH:58][CH:59]=[C:54]4[CH:53]=[CH:52]3)[CH2:47][CH2:48][CH2:49][CH2:50]2)[N:40]2[CH2:60][CH2:61][N:62]([CH:65]3[CH2:66][O:67][CH2:68]3)[C:63](=[O:64])[C:39]=12. (9) Given the reactants [OH:1][CH2:2][CH2:3][C:4]1[CH:13]=[CH:12][C:7]2[C:8](=[O:11])[O:9][CH2:10][C:6]=2[CH:5]=1.C1C(=O)N([I:21])C(=O)C1, predict the reaction product. The product is: [OH:1][CH2:2][CH2:3][C:4]1[C:13]([I:21])=[CH:12][C:7]2[C:8](=[O:11])[O:9][CH2:10][C:6]=2[CH:5]=1.[OH:1][CH2:2][CH2:3][C:4]1[CH:13]=[CH:12][C:7]2[C:8](=[O:11])[O:9][CH2:10][C:6]=2[C:5]=1[I:21]. (10) Given the reactants ClC(Cl)C.[Cl:5][C:6]1[CH:7]=[C:8]([NH:12][C:13]([C:15]2[O:16][C:17]3[C:23]([N:24]4[CH2:28][CH2:27][CH2:26][CH2:25]4)=[CH:22][CH:21]=[CH:20][C:18]=3[CH:19]=2)=O)[CH:9]=[CH:10][CH:11]=1.P(Cl)(Cl)(Cl)(Cl)Cl.[ClH:35].[NH2:36][OH:37].C(N(CC)CC)C, predict the reaction product. The product is: [Cl:35][C:19]1[C:18]2[CH:20]=[CH:21][CH:22]=[C:23]([N:24]3[CH2:28][CH2:27][CH2:26][CH2:25]3)[C:17]=2[O:16][C:15]=1[C:13]([NH:12][C:8]1[CH:9]=[CH:10][CH:11]=[C:6]([Cl:5])[CH:7]=1)=[N:36][OH:37].